From a dataset of Forward reaction prediction with 1.9M reactions from USPTO patents (1976-2016). Predict the product of the given reaction. Given the reactants [Br:1][C:2]1[CH:3]=[C:4]([C:9](=[O:11])[CH3:10])[CH:5]=[CH:6][C:7]=1[OH:8].[H-].[Na+].[CH2:14](Cl)[O:15][CH3:16].O.C[CH2:20][O:21][CH2:22]C, predict the reaction product. The product is: [Br:1][C:2]1[CH:3]=[C:4]([C:9](=[O:11])[CH3:10])[CH:5]=[CH:6][C:7]=1[O:8][CH2:16][O:15][CH2:14][CH2:20][O:21][CH3:22].